From a dataset of Catalyst prediction with 721,799 reactions and 888 catalyst types from USPTO. Predict which catalyst facilitates the given reaction. (1) Reactant: [N:1]1([CH2:7][C@@H:8]([OH:11])[CH2:9][OH:10])[CH2:6][CH2:5][O:4][CH2:3][CH2:2]1.[S:12](Cl)([Cl:14])=[O:13]. Product: [ClH:14].[O:13]=[S:12]1[O:11][C@H:8]([CH2:7][N:1]2[CH2:6][CH2:5][O:4][CH2:3][CH2:2]2)[CH2:9][O:10]1. The catalyst class is: 2. (2) Reactant: [Cl:1][C:2]1[CH:8]=[CH:7][C:5]([NH2:6])=[CH:4][CH:3]=1.[CH2:9]([Li])CCC.N1C=[CH:18][C:17]([CH:20]=[O:21])=[CH:16]C=1.C(OCC)(=O)C. Product: [Cl:1][C:2]1[CH:8]=[CH:7][C:5]([NH:6][C:20](=[O:21])[C:17]([CH3:9])([CH3:18])[CH3:16])=[CH:4][CH:3]=1. The catalyst class is: 1. (3) Reactant: S(C1C=CC(C)=CC=1)(O[CH2:5][CH2:6][O:7][C:8]1[CH:13]=[CH:12][CH:11]=[CH:10][C:9]=1[Br:14])(=O)=O.[F:22][C:23]1([F:29])[CH2:28][CH2:27][NH:26][CH2:25][CH2:24]1.C(=O)([O-])[O-].[K+].[K+].CN(C)C=O. Product: [F:22][C:23]1([F:29])[CH2:28][CH2:27][N:26]([CH2:5][CH2:6][O:7][C:8]2[CH:13]=[CH:12][CH:11]=[CH:10][C:9]=2[Br:14])[CH2:25][CH2:24]1. The catalyst class is: 6. (4) Reactant: [N+:1]([C:4]1[CH:8]=[C:7]([C:9](O)=[O:10])[NH:6][N:5]=1)([O-:3])=[O:2]. Product: [N+:1]([C:4]1[CH:8]=[C:7]([CH2:9][OH:10])[NH:6][N:5]=1)([O-:3])=[O:2]. The catalyst class is: 1. (5) Reactant: [NH2:1][C:2]1[C:3]([C:7]2[NH:23][C:10]3=[CH:11][C:12]4[C:13]([CH3:22])([CH3:21])[C:14](=[O:20])[N:15]([CH2:18][CH3:19])[C:16]=4[CH:17]=[C:9]3[N:8]=2)=[N:4][NH:5][CH:6]=1.C(N(CC)CC)C.[C:31](Cl)(=[O:34])[CH2:32][CH3:33]. Product: [CH2:18]([N:15]1[C:16]2[CH:17]=[C:9]3[N:8]=[C:7]([C:3]4[C:2]([NH:1][C:31](=[O:34])[CH2:32][CH3:33])=[CH:6][NH:5][N:4]=4)[NH:23][C:10]3=[CH:11][C:12]=2[C:13]([CH3:22])([CH3:21])[C:14]1=[O:20])[CH3:19]. The catalyst class is: 4.